This data is from Catalyst prediction with 721,799 reactions and 888 catalyst types from USPTO. The task is: Predict which catalyst facilitates the given reaction. (1) Reactant: [CH2:1]([C:8]#[N:9])[C:2]1[CH:7]=[CH:6][CH:5]=[CH:4][CH:3]=1.[OH-:10].[Na+]. Product: [C:2]1([CH2:1][C:8]([NH2:9])=[O:10])[CH:7]=[CH:6][CH:5]=[CH:4][CH:3]=1. The catalyst class is: 65. (2) Reactant: [NH3:1].[Br:2][C:3]1[N:4]=[C:5]([CH:13]2[CH2:16][C:15]([CH3:18])([OH:17])[CH2:14]2)[N:6]2[CH:11]=[CH:10][N:9]=[C:8](Cl)[C:7]=12. Product: [NH2:1][C:8]1[C:7]2[N:6]([C:5]([CH:13]3[CH2:16][C:15]([CH3:18])([OH:17])[CH2:14]3)=[N:4][C:3]=2[Br:2])[CH:11]=[CH:10][N:9]=1. The catalyst class is: 868. (3) Product: [F:2][CH:3]([C:6]1[C:15]2[C:10](=[CH:11][CH:12]=[C:13]([O:16][CH3:17])[CH:14]=2)[CH:9]=[CH:8][CH:7]=1)[CH2:4][NH:5][C:24](=[O:26])[CH3:25]. The catalyst class is: 69. Reactant: Cl.[F:2][CH:3]([C:6]1[C:15]2[C:10](=[CH:11][CH:12]=[C:13]([O:16][CH3:17])[CH:14]=2)[CH:9]=[CH:8][CH:7]=1)[CH2:4][NH2:5].C(=O)([O-])[O-].[K+].[K+].[C:24](Cl)(=[O:26])[CH3:25]. (4) Reactant: [Cl:1][C:2]1[CH:7]=[CH:6][C:5]([C@H:8]2[C@@H:18]([C:19]3[CH:24]=[CH:23][C:22]([Cl:25])=[CH:21][CH:20]=3)[N:11]3[C:12](=[O:17])[C:13](I)=[CH:14][CH:15]=[C:10]3[N:9]2[S:26]([C:29]2[CH:30]=[C:31]([CH:34]=[CH:35][CH:36]=2)[C:32]#[N:33])(=[O:28])=[O:27])=[CH:4][CH:3]=1.[CH3:37][C:38]([CH3:43])=[CH:39]B(O)O. The catalyst class is: 100. Product: [Cl:1][C:2]1[CH:7]=[CH:6][C:5]([C@H:8]2[C@@H:18]([C:19]3[CH:24]=[CH:23][C:22]([Cl:25])=[CH:21][CH:20]=3)[N:11]3[C:12](=[O:17])[C:13]([CH:37]=[C:38]([CH3:43])[CH3:39])=[CH:14][CH:15]=[C:10]3[N:9]2[S:26]([C:29]2[CH:30]=[C:31]([CH:34]=[CH:35][CH:36]=2)[C:32]#[N:33])(=[O:28])=[O:27])=[CH:4][CH:3]=1.